This data is from Full USPTO retrosynthesis dataset with 1.9M reactions from patents (1976-2016). The task is: Predict the reactants needed to synthesize the given product. (1) Given the product [O:1]=[C:2]1[C:10]2[C:5](=[CH:6][CH:7]=[C:8]([CH2:11][CH2:12][CH3:13])[CH:9]=2)[CH2:4][N:3]1[C:14]1[CH:19]=[CH:18][C:17]([CH:20]([CH3:28])[C:21]([O:23][C:24]([CH3:25])([CH3:27])[CH3:26])=[O:22])=[CH:16][CH:15]=1, predict the reactants needed to synthesize it. The reactants are: [O:1]=[C:2]1[C:10]2[C:5](=[CH:6][CH:7]=[C:8]([CH:11]=[CH:12][CH3:13])[CH:9]=2)[CH2:4][N:3]1[C:14]1[CH:19]=[CH:18][C:17]([CH:20]([CH3:28])[C:21]([O:23][C:24]([CH3:27])([CH3:26])[CH3:25])=[O:22])=[CH:16][CH:15]=1. (2) Given the product [CH2:1]([O:4][N:5]([C@@H:21]1[CH:22]=[CH:23][C@@H:24]([CH2:34][O:35][Si:36]([C:39]([CH3:42])([CH3:41])[CH3:40])([CH3:37])[CH3:38])[NH:25][CH2:26]1)[S:6]([C:9]1[CH:14]=[CH:13][C:12]([N+:15]([O-:17])=[O:16])=[CH:11][C:10]=1[N+:18]([O-:20])=[O:19])(=[O:8])=[O:7])[CH:2]=[CH2:3], predict the reactants needed to synthesize it. The reactants are: [CH2:1]([O:4][N:5]([C@H:21]1[CH2:26][N:25](C(OC(C)(C)C)=O)[C@H:24]([CH2:34][O:35][Si:36]([C:39]([CH3:42])([CH3:41])[CH3:40])([CH3:38])[CH3:37])[CH:23]=[CH:22]1)[S:6]([C:9]1[CH:14]=[CH:13][C:12]([N+:15]([O-:17])=[O:16])=[CH:11][C:10]=1[N+:18]([O-:20])=[O:19])(=[O:8])=[O:7])[CH:2]=[CH2:3].